Dataset: Forward reaction prediction with 1.9M reactions from USPTO patents (1976-2016). Task: Predict the product of the given reaction. (1) Given the reactants [CH:1]1[C:14]2[C:5](=[N:6][C:7]3[C:12]([N:13]=2)=[CH:11][CH:10]=[CH:9][CH:8]=3)[CH:4]=[CH:3][CH:2]=1.[CH3:15][CH2:16]OCC.S(OCC)(OCC)(=O)=O.C(=O)([O-])[O-].[K+].[K+], predict the reaction product. The product is: [CH2:15]([N:6]1[C:5]2[C:14](=[CH:1][CH:2]=[CH:3][CH:4]=2)[NH:13][C:12]2[CH:11]=[CH:10][CH:9]=[CH:8][C:7]1=2)[CH3:16]. (2) Given the reactants [OH:1][CH2:2][CH2:3][CH2:4][CH2:5][CH2:6][CH2:7][CH2:8][CH2:9][CH2:10][CH2:11][CH2:12][P:13](=[O:20])([O:17][CH2:18][CH3:19])[O:14][CH2:15][CH3:16].C1OCCOCCOCCOCCOCCOC1.[H-].[Na+].[CH2:41](Br)[C:42]1[CH:47]=[CH:46][CH:45]=[CH:44][CH:43]=1, predict the reaction product. The product is: [CH2:41]([O:1][CH2:2][CH2:3][CH2:4][CH2:5][CH2:6][CH2:7][CH2:8][CH2:9][CH2:10][CH2:11][CH2:12][P:13](=[O:20])([O:14][CH2:15][CH3:16])[O:17][CH2:18][CH3:19])[C:42]1[CH:47]=[CH:46][CH:45]=[CH:44][CH:43]=1. (3) Given the reactants [NH2:1][C:2]1[CH:7]=[CH:6][C:5]([C:8]2[CH:13]=[C:12]([CH:14]3[CH2:16][CH2:15]3)[N:11]=[C:10]([O:17][S:18]([C:21]([F:24])([F:23])[F:22])(=[O:20])=[O:19])[C:9]=2[C:25]#[N:26])=[CH:4][CH:3]=1.[F:27][C:28]1[CH:33]=[CH:32][CH:31]=[CH:30][C:29]=1[N:34]=[C:35]=[O:36], predict the reaction product. The product is: [C:25]([C:9]1[C:10]([O:17][S:18]([C:21]([F:23])([F:24])[F:22])(=[O:20])=[O:19])=[N:11][C:12]([CH:14]2[CH2:15][CH2:16]2)=[CH:13][C:8]=1[C:5]1[CH:4]=[CH:3][C:2]([NH:1][C:35]([NH:34][C:29]2[CH:30]=[CH:31][CH:32]=[CH:33][C:28]=2[F:27])=[O:36])=[CH:7][CH:6]=1)#[N:26]. (4) Given the reactants Br[C:2]1[N:6]([CH2:7][C:8]2[CH:13]=[CH:12][CH:11]=[CH:10][C:9]=2[F:14])[N:5]=[C:4]([C:15]2[CH:20]=[CH:19][CH:18]=[CH:17][N:16]=2)[N:3]=1.[NH:21]1[CH2:24][CH2:23][CH2:22]1.[OH-].[Na+], predict the reaction product. The product is: [N:21]1([C:2]2[N:6]([CH2:7][C:8]3[CH:13]=[CH:12][CH:11]=[CH:10][C:9]=3[F:14])[N:5]=[C:4]([C:15]3[CH:20]=[CH:19][CH:18]=[CH:17][N:16]=3)[N:3]=2)[CH2:24][CH2:23][CH2:22]1. (5) Given the reactants [C:1]([O:20][CH2:21][C@H:22]([CH2:43][O:44][P:45]([O:48][CH2:49][CH2:50][NH2:51])([OH:47])=[O:46])[O:23][C:24](=[O:42])[CH2:25][CH2:26][CH2:27][CH2:28][CH2:29][CH2:30][CH2:31]/[CH:32]=[CH:33]\[CH2:34][CH2:35][CH2:36][CH2:37][CH2:38][CH2:39][CH2:40][CH3:41])(=[O:19])[CH2:2][CH2:3][CH2:4][CH2:5][CH2:6][CH2:7][CH2:8]/[CH:9]=[CH:10]\[CH2:11][CH2:12][CH2:13][CH2:14][CH2:15][CH2:16][CH2:17][CH3:18].F[P-](F)(F)(F)(F)F.C[N+](C)=C(N(C)C)ON1C2N=CC=CC=2N=N1.[CH3:76]/[C:77](/[CH:89]=[CH:90]/[CH:91]=[C:92](\[CH3:104])/[CH:93]=[CH:94]/[C:95]1[C:100]([CH3:102])([CH3:101])[CH2:99][CH2:98][CH2:97][C:96]=1[CH3:103])=[CH:78]\[CH2:79][O:80][C:81](=[O:88])[CH2:82][CH2:83][CH2:84][C:85](O)=[O:86].C(N(CC)C(C)C)(C)C, predict the reaction product. The product is: [C:1]([O:20][CH2:21][C@@H:22]([O:23][C:24](=[O:42])[CH2:25][CH2:26][CH2:27][CH2:28][CH2:29][CH2:30][CH2:31]/[CH:32]=[CH:33]\[CH2:34][CH2:35][CH2:36][CH2:37][CH2:38][CH2:39][CH2:40][CH3:41])[CH2:43][O:44][P:45]([O:48][CH2:49][CH2:50][NH:51][C:85](=[O:86])[CH2:84][CH2:83][CH2:82][C:81]([O:80][CH2:79]/[CH:78]=[C:77](\[CH3:76])/[CH:89]=[CH:90]/[CH:91]=[C:92](\[CH3:104])/[CH:93]=[CH:94]/[C:95]1[C:100]([CH3:101])([CH3:102])[CH2:99][CH2:98][CH2:97][C:96]=1[CH3:103])=[O:88])([OH:47])=[O:46])(=[O:19])[CH2:2][CH2:3][CH2:4][CH2:5][CH2:6][CH2:7][CH2:8]/[CH:9]=[CH:10]\[CH2:11][CH2:12][CH2:13][CH2:14][CH2:15][CH2:16][CH2:17][CH3:18]. (6) Given the reactants [O:1]=[C:2]1[CH2:7][N:6]([C:8]([O:10][C:11]([CH3:14])([CH3:13])[CH3:12])=[O:9])[C@H:5]([C:15]([O:17]C)=[O:16])[CH2:4][NH:3]1.[OH-].[Na+].Cl, predict the reaction product. The product is: [C:11]([O:10][C:8]([N:6]1[CH2:7][C:2](=[O:1])[NH:3][CH2:4][C@H:5]1[C:15]([OH:17])=[O:16])=[O:9])([CH3:14])([CH3:12])[CH3:13]. (7) Given the reactants [Cl:1][C:2]1[C:3]([C:10]2[S:11][C:12]([C:15]3[N:16]=[C:17]4[CH:22]=[CH:21][C:20]([C:23]([F:26])([F:25])[F:24])=[CH:19][N:18]4[CH:27]=3)=[N:13][N:14]=2)=[CH:4][C:5]([F:9])=[C:6]([OH:8])[CH:7]=1.CC1C=CC(S(O[CH2:39][C:40]2([CH3:46])[CH2:44][O:43][C:42](=[O:45])[NH:41]2)(=O)=O)=CC=1.C([O-])([O-])=O.[K+].[K+], predict the reaction product. The product is: [Cl:1][C:2]1[C:3]([C:10]2[S:11][C:12]([C:15]3[N:16]=[C:17]4[CH:22]=[CH:21][C:20]([C:23]([F:24])([F:26])[F:25])=[CH:19][N:18]4[CH:27]=3)=[N:13][N:14]=2)=[CH:4][C:5]([F:9])=[C:6]([CH:7]=1)[O:8][CH2:39][C:40]1([CH3:46])[CH2:44][O:43][C:42](=[O:45])[NH:41]1.